Dataset: Forward reaction prediction with 1.9M reactions from USPTO patents (1976-2016). Task: Predict the product of the given reaction. Given the reactants [CH3:1][O:2][C:3]([NH:5][C@H:6]([CH:17]1[CH2:22][CH2:21][CH2:20][CH2:19][CH2:18]1)[C:7]([N:9]1[CH2:13][CH2:12][CH2:11][C@H:10]1[C:14]([OH:16])=O)=[O:8])=[O:4].[NH2:23][CH2:24][C:25]1[CH:26]=[C:27]2[C:32](=[CH:33][CH:34]=1)[C:31]([NH2:35])=[N:30][CH:29]=[CH:28]2.CN1CCOCC1.F[B-](F)(F)F.N1(OC(N(C)C)=[N+](C)C)C2C=CC=CC=2N=N1, predict the reaction product. The product is: [CH3:1][O:2][C:3](=[O:4])[NH:5][C@H:6]([CH:17]1[CH2:22][CH2:21][CH2:20][CH2:19][CH2:18]1)[C:7]([N:9]1[CH2:13][CH2:12][CH2:11][C@H:10]1[C:14](=[O:16])[NH:23][CH2:24][C:25]1[CH:26]=[C:27]2[C:32](=[CH:33][CH:34]=1)[C:31]([NH2:35])=[N:30][CH:29]=[CH:28]2)=[O:8].